From a dataset of Full USPTO retrosynthesis dataset with 1.9M reactions from patents (1976-2016). Predict the reactants needed to synthesize the given product. (1) Given the product [CH:1]1([CH2:7][CH2:8][O:9][C:10]2[CH:11]=[CH:12][C:13]([CH2:17][O:21][C:18](=[O:20])[CH3:19])=[N:14][CH:15]=2)[CH2:6][CH2:5][CH2:4][CH2:3][CH2:2]1, predict the reactants needed to synthesize it. The reactants are: [CH:1]1([CH2:7][CH2:8][O:9][C:10]2[CH:11]=[CH:12][C:13]([CH3:17])=[N+:14]([O-])[CH:15]=2)[CH2:6][CH2:5][CH2:4][CH2:3][CH2:2]1.[C:18]([OH:21])(=[O:20])[CH3:19]. (2) Given the product [NH2:16][C:13]1[CH:14]=[CH:15][C:10]([O:9][CH2:8][C:7]2[CH:6]=[CH:5][C:4]([CH:1]([CH3:2])[CH3:3])=[CH:24][CH:23]=2)=[C:11]([C:19](=[O:22])[CH2:20][CH3:21])[CH:12]=1, predict the reactants needed to synthesize it. The reactants are: [CH:1]([C:4]1[CH:24]=[CH:23][C:7]([CH2:8][O:9][C:10]2[CH:15]=[CH:14][C:13]([N+:16]([O-])=O)=[CH:12][C:11]=2[C:19](=[O:22])[CH2:20][CH3:21])=[CH:6][CH:5]=1)([CH3:3])[CH3:2]. (3) The reactants are: [CH2:1]([N:8]1[CH2:13][C@@H:12]([CH3:14])[NH:11][C@H:10]([CH3:15])[C:9]1=O)[C:2]1[CH:7]=[CH:6][CH:5]=[CH:4][CH:3]=1.[H-].[Al+3].[Li+].[H-].[H-].[H-].O. Given the product [CH2:1]([N:8]1[CH2:9][C@@H:10]([CH3:15])[NH:11][C@H:12]([CH3:14])[CH2:13]1)[C:2]1[CH:3]=[CH:4][CH:5]=[CH:6][CH:7]=1, predict the reactants needed to synthesize it. (4) Given the product [CH:12]([NH:15][C:4](=[O:5])[C:3]1[CH:7]=[CH:8][C:9]([F:11])=[CH:10][C:2]=1[F:1])([CH3:14])[CH3:13], predict the reactants needed to synthesize it. The reactants are: [F:1][C:2]1[CH:10]=[C:9]([F:11])[CH:8]=[CH:7][C:3]=1[C:4](Cl)=[O:5].[CH:12]([NH2:15])([CH3:14])[CH3:13]. (5) Given the product [O:1]1[C:10]2[C:5](=[N:6][CH:7]=[CH:8][CH:9]=2)[CH2:4][CH:3]([CH2:11][OH:12])[CH2:2]1, predict the reactants needed to synthesize it. The reactants are: [O:1]1[C:10]2[C:5](=[N:6][CH:7]=[CH:8][CH:9]=2)[CH:4]=[C:3]([CH2:11][OH:12])[CH2:2]1.[H][H]. (6) The reactants are: C([O:8][C:9](=[O:23])[NH:10][CH:11]1[CH2:19][C:18]2[C:13](=[CH:14][C:15]([F:21])=[C:16]([F:20])[CH:17]=2)[C:12]1=O)C1C=CC=CC=1.C(O)(C(F)(F)F)=O.C([SiH](CC)CC)C. Given the product [F:20][C:16]1[CH:17]=[C:18]2[C:13](=[CH:14][C:15]=1[F:21])[CH:12]1[CH:11]([NH:10][C:9](=[O:8])[O:23]1)[CH2:19]2, predict the reactants needed to synthesize it. (7) Given the product [F:31][C:32]([F:41])([F:40])[C:33]1[CH:38]=[CH:37][CH:36]=[CH:35][C:34]=1[O:1][CH:2]1[CH2:3][N:4]([C:6]([O:8][C:9]([CH3:12])([CH3:11])[CH3:10])=[O:7])[CH2:5]1, predict the reactants needed to synthesize it. The reactants are: [OH:1][CH:2]1[CH2:5][N:4]([C:6]([O:8][C:9]([CH3:12])([CH3:11])[CH3:10])=[O:7])[CH2:3]1.N(C(N1CCCCC1)=O)=NC(N1CCCCC1)=O.[F:31][C:32]([F:41])([F:40])[C:33]1[CH:38]=[CH:37][CH:36]=[CH:35][C:34]=1O.C(P(CCCC)CCCC)CCC.Cl. (8) Given the product [CH3:22][C:3]1[C:2]([B:26]2[O:27][C:28]([CH3:30])([CH3:29])[C:24]([CH3:40])([CH3:23])[O:25]2)=[CH:7][CH:6]=[CH:5][C:4]=1[N:8]1[CH2:20][CH2:19][N:11]2[C:12]3[CH:13]=[CH:14][CH:15]=[CH:16][C:17]=3[CH:18]=[C:10]2[C:9]1=[O:21], predict the reactants needed to synthesize it. The reactants are: Br[C:2]1[C:3]([CH3:22])=[C:4]([N:8]2[CH2:20][CH2:19][N:11]3[C:12]4[CH:13]=[CH:14][CH:15]=[CH:16][C:17]=4[CH:18]=[C:10]3[C:9]2=[O:21])[CH:5]=[CH:6][CH:7]=1.[CH3:23][C:24]1([CH3:40])[C:28]([CH3:30])([CH3:29])[O:27][B:26]([B:26]2[O:27][C:28]([CH3:30])([CH3:29])[C:24]([CH3:40])([CH3:23])[O:25]2)[O:25]1.C([O-])(=O)C.[K+].CC(C1C=C(C(C)C)C(C2C=CC=CC=2P(C2CCCCC2)C2CCCCC2)=C(C(C)C)C=1)C. (9) Given the product [ClH:36].[CH3:24][O:23][C:13]1[C:11]2[N:12]=[C:8]([NH:7][C:6](=[O:5])[N:27]([CH3:26])[CH2:28][C:29]3[CH:30]=[N:31][C:32]([CH3:35])=[CH:33][CH:34]=3)[S:9][C:10]=2[C:16]([C:17]2[CH:18]=[CH:19][CH:20]=[CH:21][CH:22]=2)=[CH:15][CH:14]=1, predict the reactants needed to synthesize it. The reactants are: C([O:5][C:6](=O)[NH:7][C:8]1[S:9][C:10]2[C:16]([C:17]3[CH:22]=[CH:21][CH:20]=[CH:19][CH:18]=3)=[CH:15][CH:14]=[C:13]([O:23][CH3:24])[C:11]=2[N:12]=1)(C)(C)C.[CH3:26][NH:27][CH2:28][C:29]1[CH:30]=[N:31][C:32]([CH3:35])=[CH:33][CH:34]=1.[ClH:36].CCO. (10) Given the product [Br:1][C:2]1[CH:3]=[CH:4][C:5]2[S:9][C:8]([CH2:10][O:23][C:22]3[C:14]([F:13])=[C:15]([C:19]([F:24])=[CH:20][CH:21]=3)[C:16]([NH2:18])=[O:17])=[N:7][C:6]=2[CH:12]=1, predict the reactants needed to synthesize it. The reactants are: [Br:1][C:2]1[CH:3]=[CH:4][C:5]2[S:9][C:8]([CH2:10]Br)=[N:7][C:6]=2[CH:12]=1.[F:13][C:14]1[C:22]([OH:23])=[CH:21][CH:20]=[C:19]([F:24])[C:15]=1[C:16]([NH2:18])=[O:17].C(=O)([O-])[O-].[K+].[K+].O.